Dataset: Forward reaction prediction with 1.9M reactions from USPTO patents (1976-2016). Task: Predict the product of the given reaction. (1) Given the reactants [CH3:1][O:2][P:3](=[O:14])([O:12][CH3:13])[O:4][CH:5]1[CH2:9][O:8]C(C)(C)[O:6]1.Cl, predict the reaction product. The product is: [CH3:1][O:2][P:3](=[O:14])([O:12][CH3:13])[O:4][CH:5]([OH:6])[CH2:9][OH:8]. (2) Given the reactants Br[C:2]1[CH:7]=[CH:6][C:5]([F:8])=[C:4]([N+:9]([O-:11])=[O:10])[CH:3]=1.B1(B2OC(C)(C)C(C)(C)O2)OC(C)(C)C(C)(C)O1.C(Cl)Cl.CC([O-])=O.[K+].Br[C:39]1[S:40][C:41]2[C:47]([C:48]3[CH:53]=[CH:52][C:51]([Cl:54])=[CH:50][CH:49]=3)=[C:46]([C@H:55]([O:61][C:62]([CH3:65])([CH3:64])[CH3:63])[C:56]([O:58][CH2:59][CH3:60])=[O:57])[C:45]([CH3:66])=[CH:44][C:42]=2[N:43]=1, predict the reaction product. The product is: [C:62]([O:61][C@@H:55]([C:46]1[C:45]([CH3:66])=[CH:44][C:42]2[N:43]=[C:39]([C:2]3[CH:7]=[CH:6][C:5]([F:8])=[C:4]([N+:9]([O-:11])=[O:10])[CH:3]=3)[S:40][C:41]=2[C:47]=1[C:48]1[CH:49]=[CH:50][C:51]([Cl:54])=[CH:52][CH:53]=1)[C:56]([O:58][CH2:59][CH3:60])=[O:57])([CH3:63])([CH3:64])[CH3:65].